From a dataset of Peptide-MHC class I binding affinity with 185,985 pairs from IEDB/IMGT. Regression. Given a peptide amino acid sequence and an MHC pseudo amino acid sequence, predict their binding affinity value. This is MHC class I binding data. (1) The peptide sequence is VKYPNLNDL. The MHC is H-2-Db with pseudo-sequence H-2-Db. The binding affinity (normalized) is 0.0641. (2) The peptide sequence is EEMNLPGRW. The MHC is HLA-B44:03 with pseudo-sequence HLA-B44:03. The binding affinity (normalized) is 0.533.